This data is from Full USPTO retrosynthesis dataset with 1.9M reactions from patents (1976-2016). The task is: Predict the reactants needed to synthesize the given product. (1) Given the product [CH2:18]([O:22][C:23]1[CH:40]=[CH:39][C:26]([C:27]([CH:29]2[CH2:34][CH2:33][N:32]([CH2:35][C:36]([N:5]([CH2:4][CH:1]3[CH2:3][CH2:2]3)[CH2:6][C:7]3[NH:8][C:9](=[O:17])[C:10]4[CH2:16][O:15][CH2:14][CH2:13][C:11]=4[N:12]=3)=[O:37])[CH2:31][CH2:30]2)=[O:28])=[CH:25][CH:24]=1)[C:19]#[C:20][CH3:21], predict the reactants needed to synthesize it. The reactants are: [CH:1]1([CH2:4][NH:5][CH2:6][C:7]2[NH:8][C:9](=[O:17])[C:10]3[CH2:16][O:15][CH2:14][CH2:13][C:11]=3[N:12]=2)[CH2:3][CH2:2]1.[CH2:18]([O:22][C:23]1[CH:40]=[CH:39][C:26]([C:27]([CH:29]2[CH2:34][CH2:33][N:32]([CH2:35][C:36](O)=[O:37])[CH2:31][CH2:30]2)=[O:28])=[CH:25][CH:24]=1)[C:19]#[C:20][CH3:21]. (2) Given the product [CH:72]1([NH:76][C:50]2[CH:51]=[C:52]3[C:58]([C:59]([F:71])([F:70])[C:60]4[CH:61]=[C:62]5[C:67](=[CH:68][CH:69]=4)[N:66]=[CH:65][CH:64]=[CH:63]5)=[N:57][O:56][C:53]3=[N:54][CH:55]=2)[CH2:75][CH2:74][CH2:73]1, predict the reactants needed to synthesize it. The reactants are: CC(C)([O-])C.[Na+].CC1(C)C2C(=C(P(C3C=CC=CC=3)C3C=CC=CC=3)C=CC=2)OC2C(P(C3C=CC=CC=3)C3C=CC=CC=3)=CC=CC1=2.Br[C:50]1[CH:51]=[C:52]2[C:58]([C:59]([F:71])([F:70])[C:60]3[CH:61]=[C:62]4[C:67](=[CH:68][CH:69]=3)[N:66]=[CH:65][CH:64]=[CH:63]4)=[N:57][O:56][C:53]2=[N:54][CH:55]=1.[CH:72]1([NH2:76])[CH2:75][CH2:74][CH2:73]1. (3) Given the product [Cl:1][C:2]1[N:10]([C:11]2[CH:16]=[CH:15][C:14]([C:17]3[CH:22]=[CH:21][CH:20]=[C:19]([O:23][CH3:24])[C:18]=3[OH:25])=[CH:13][CH:12]=2)[C:9]2[C:8](=[O:26])[N:7]([CH2:27][CH2:28][C:29]([O:31][CH:34]([CH3:36])[CH3:35])=[O:30])[C:6](=[O:32])[NH:5][C:4]=2[CH:3]=1, predict the reactants needed to synthesize it. The reactants are: [Cl:1][C:2]1[N:10]([C:11]2[CH:16]=[CH:15][C:14]([C:17]3[CH:22]=[CH:21][CH:20]=[C:19]([O:23][CH3:24])[C:18]=3[OH:25])=[CH:13][CH:12]=2)[C:9]2[C:8](=[O:26])[N:7]([CH2:27][CH2:28][C:29]([OH:31])=[O:30])[C:6](=[O:32])[NH:5][C:4]=2[CH:3]=1.Cl.[CH:34](O)([CH3:36])[CH3:35]. (4) Given the product [F:1][C:2]1[CH:26]=[CH:25][C:24]([F:27])=[CH:23][C:3]=1[CH2:4][C@H:5]1[CH2:10][C@H:9]([C:11]2[O:18][NH:30][C:13](=[O:14])[CH:12]=2)[CH2:8][CH2:7][N:6]1[C:19]([O:21][CH3:22])=[O:20], predict the reactants needed to synthesize it. The reactants are: [F:1][C:2]1[CH:26]=[CH:25][C:24]([F:27])=[CH:23][C:3]=1[CH2:4][C@H:5]1[CH2:10][C@H:9]([C:11](=[O:18])[CH2:12][C:13](OCC)=[O:14])[CH2:8][CH2:7][N:6]1[C:19]([O:21][CH3:22])=[O:20].[OH-].[Na+].[NH2:30]O.Cl.